This data is from Full USPTO retrosynthesis dataset with 1.9M reactions from patents (1976-2016). The task is: Predict the reactants needed to synthesize the given product. (1) Given the product [O:20]=[C:16]1[NH:15][N:14]=[C:1]([C:4]2[CH:9]=[CH:8][C:7]([CH2:10][C:11]([OH:13])=[O:12])=[CH:6][CH:5]=2)[CH:2]=[CH:17]1, predict the reactants needed to synthesize it. The reactants are: [C:1]([C:4]1[CH:9]=[CH:8][C:7]([CH2:10][C:11]([OH:13])=[O:12])=[CH:6][CH:5]=1)(=O)[CH3:2].[N:14]1[NH:15][C:16](=[O:20])[CH:17]=CC=1. (2) The reactants are: [F:1][C:2]([F:7])([F:6])[C:3]([OH:5])=[O:4].[CH2:8]([S:10]([N:13]1[CH2:18][CH2:17][CH:16]([C:19]2[C:27]3[C:22](=[C:23]([C:38]([NH2:40])=[O:39])[CH:24]=[C:25]([C:28]4[CH:33]=[C:32]([CH2:34][NH:35][CH3:36])[CH:31]=[CH:30][C:29]=4[F:37])[CH:26]=3)[NH:21][CH:20]=2)[CH2:15][CH2:14]1)(=[O:12])=[O:11])[CH3:9].[CH3:41]N. Given the product [F:1][C:2]([F:7])([F:6])[C:3]([OH:5])=[O:4].[CH2:8]([S:10]([N:13]1[CH2:18][CH2:17][CH:16]([C:19]2[C:27]3[C:22](=[C:23]([C:38]([NH2:40])=[O:39])[CH:24]=[C:25]([C:28]4[CH:33]=[C:32]([CH2:34][N:35]5[CH2:2][CH2:3][O:5][CH2:41][CH2:36]5)[CH:31]=[CH:30][C:29]=4[F:37])[CH:26]=3)[NH:21][CH:20]=2)[CH2:15][CH2:14]1)(=[O:11])=[O:12])[CH3:9], predict the reactants needed to synthesize it.